From a dataset of Full USPTO retrosynthesis dataset with 1.9M reactions from patents (1976-2016). Predict the reactants needed to synthesize the given product. (1) Given the product [O:2]1[C:3]2[CH:9]=[CH:8][C:7]([O:10][C:12]3[CH:13]=[CH:14][C:15]([N+:27]([O-:29])=[O:28])=[C:16]([CH2:18][NH:19][C:20](=[O:26])[O:21][C:22]([CH3:25])([CH3:23])[CH3:24])[CH:17]=3)=[CH:6][C:4]=2[O:5][CH2:1]1, predict the reactants needed to synthesize it. The reactants are: [CH2:1]1[O:5][C:4]2[CH:6]=[C:7]([OH:10])[CH:8]=[CH:9][C:3]=2[O:2]1.Cl[C:12]1[CH:13]=[CH:14][C:15]([N+:27]([O-:29])=[O:28])=[C:16]([CH2:18][NH:19][C:20](=[O:26])[O:21][C:22]([CH3:25])([CH3:24])[CH3:23])[CH:17]=1.[H-].[Na+]. (2) Given the product [CH2:26]([N:13]1[CH2:12][CH2:11][CH:10]([O:9][C:7]2[S:8][C:4]3[CH:3]=[C:2]([Br:1])[CH:17]=[CH:16][C:5]=3[N:6]=2)[CH2:15][CH2:14]1)[C:27]1[CH:32]=[CH:31][CH:30]=[CH:29][CH:28]=1, predict the reactants needed to synthesize it. The reactants are: [Br:1][C:2]1[CH:17]=[CH:16][C:5]2[N:6]=[C:7]([O:9][CH:10]3[CH2:15][CH2:14][NH:13][CH2:12][CH2:11]3)[S:8][C:4]=2[CH:3]=1.CCN(CC)CC.Br[CH2:26][C:27]1[CH:32]=[CH:31][CH:30]=[CH:29][CH:28]=1.